This data is from TCR-epitope binding with 47,182 pairs between 192 epitopes and 23,139 TCRs. The task is: Binary Classification. Given a T-cell receptor sequence (or CDR3 region) and an epitope sequence, predict whether binding occurs between them. (1) The epitope is QARQMVQAMRTIGTHP. The TCR CDR3 sequence is CASKRQGSLSYEQYF. Result: 0 (the TCR does not bind to the epitope). (2) The epitope is PKYVKQNTLKLAT. The TCR CDR3 sequence is CASSQVHRMGQPQHF. Result: 0 (the TCR does not bind to the epitope).